This data is from Forward reaction prediction with 1.9M reactions from USPTO patents (1976-2016). The task is: Predict the product of the given reaction. (1) Given the reactants C([O:3][C:4]([C:6]1[S:7][CH:8]=[C:9]([C:11]2[CH:16]=[CH:15][CH:14]=[CH:13][CH:12]=2)[N:10]=1)=[O:5])C.O1CCCC1.CO.[H-].[OH-].[Li+], predict the reaction product. The product is: [C:11]1([C:9]2[N:10]=[C:6]([C:4]([OH:5])=[O:3])[S:7][CH:8]=2)[CH:12]=[CH:13][CH:14]=[CH:15][CH:16]=1. (2) Given the reactants [NH:1]1[CH2:6][CH2:5][CH:4]([C:7]2[NH:11][C:10]3[CH:12]=[CH:13][CH:14]=[CH:15][C:9]=3[N:8]=2)[CH2:3][CH2:2]1.[C:16](O[C:16]([O:18][C:19]([CH3:22])([CH3:21])[CH3:20])=[O:17])([O:18][C:19]([CH3:22])([CH3:21])[CH3:20])=[O:17], predict the reaction product. The product is: [NH:11]1[C:10]2[CH:12]=[CH:13][CH:14]=[CH:15][C:9]=2[N:8]=[C:7]1[CH:4]1[CH2:3][CH2:2][N:1]([C:16]([O:18][C:19]([CH3:22])([CH3:21])[CH3:20])=[O:17])[CH2:6][CH2:5]1. (3) The product is: [Br:10][C:11]1[C:12]([N:27]2[CH2:32][CH2:31][CH:30]([C:33]([F:36])([F:34])[F:35])[CH2:29][CH2:28]2)=[C:13]([CH:19]([OH:26])[C:20]([O:22][CH:23]([CH3:25])[CH3:24])=[O:21])[C:14]([CH3:18])=[N:15][C:16]=1[CH3:17]. Given the reactants O1C2C=CC=CC=2OB1.[Br:10][C:11]1[C:12]([N:27]2[CH2:32][CH2:31][CH:30]([C:33]([F:36])([F:35])[F:34])[CH2:29][CH2:28]2)=[C:13]([C:19](=[O:26])[C:20]([O:22][CH:23]([CH3:25])[CH3:24])=[O:21])[C:14]([CH3:18])=[N:15][C:16]=1[CH3:17].CB1N2CCC[C@@H]2C(C2C=CC=CC=2)(C2C=CC=CC=2)O1, predict the reaction product. (4) Given the reactants [I:1][C:2]1[CH:6]=[C:5]([CH:7]2[CH:13]3[CH:8]2[CH2:9][CH:10]2[CH:12]3[O:11]2)[N:4]([CH:14]([CH3:16])[CH3:15])[N:3]=1.[Li+].[B-](CC)(CC)CC, predict the reaction product. The product is: [I:1][C:2]1[CH:6]=[C:5]([CH:7]2[CH:13]3[CH:8]2[CH2:9][CH2:10][CH:12]3[OH:11])[N:4]([CH:14]([CH3:16])[CH3:15])[N:3]=1. (5) Given the reactants [CH:1]1([NH:7][C:8]2[C:9]3[CH:25]=[N:24][N:23]([CH2:26][CH3:27])[C:10]=3[N:11]=[CH:12][C:13]=2[C:14]2[CH2:18][C:17]3([CH2:22][CH2:21][S:20][CH2:19]3)[O:16][N:15]=2)[CH2:6][CH2:5][CH2:4][CH2:3][CH2:2]1.O.I([O-])(=O)(=O)=[O:30].[Na+], predict the reaction product. The product is: [CH:1]1([NH:7][C:8]2[C:9]3[CH:25]=[N:24][N:23]([CH2:26][CH3:27])[C:10]=3[N:11]=[CH:12][C:13]=2[C:14]2[CH2:18][C:17]3([CH2:22][CH2:21][S:20](=[O:30])[CH2:19]3)[O:16][N:15]=2)[CH2:2][CH2:3][CH2:4][CH2:5][CH2:6]1.